From a dataset of Catalyst prediction with 721,799 reactions and 888 catalyst types from USPTO. Predict which catalyst facilitates the given reaction. (1) Reactant: C(N=[CH:6][C:7]1[C:12]([CH2:13][CH3:14])=[CH:11][CH:10]=[CH:9][C:8]=1[CH2:15][CH3:16])CCC.[OH:17]S(O)(=O)=O. Product: [CH2:15]([C:8]1[CH:9]=[CH:10][CH:11]=[C:12]([CH2:13][CH3:14])[C:7]=1[CH:6]=[O:17])[CH3:16]. The catalyst class is: 238. (2) Reactant: [Cl:1][C:2]1[C:3]([F:19])=[C:4]([N:8]2[C:12]([CH3:13])=[C:11]([C:14]([O:16]CC)=[O:15])[CH:10]=[N:9]2)[CH:5]=[CH:6][CH:7]=1.[OH-].[Na+]. Product: [Cl:1][C:2]1[C:3]([F:19])=[C:4]([N:8]2[C:12]([CH3:13])=[C:11]([C:14]([OH:16])=[O:15])[CH:10]=[N:9]2)[CH:5]=[CH:6][CH:7]=1. The catalyst class is: 5.